Dataset: Forward reaction prediction with 1.9M reactions from USPTO patents (1976-2016). Task: Predict the product of the given reaction. (1) Given the reactants C(N(C(C)C)C(C1C=CN=CC=1B(O)O)=O)(C)C.C(OC1C(I)=C(N)C=CN=1)CCC.C(=O)([O-])[O-].[K+].[K+].N[C:39]1[CH:44]=[CH:43][N:42]=[C:41]([O:45][CH2:46][CH2:47][CH2:48][CH3:49])[C:40]=1[C:50]1[CH:51]=[N:52][CH:53]=[CH:54][C:55]=1[C:56]([N:58](C(C)C)C(C)C)=[O:57].C[Si](C)(C)N[Si](C)(C)C.[Na], predict the reaction product. The product is: [CH2:46]([O:45][C:41]1[N:42]=[CH:43][CH:44]=[C:39]2[C:40]=1[C:50]1[CH:51]=[N:52][CH:53]=[CH:54][C:55]=1[C:56](=[O:57])[NH:58]2)[CH2:47][CH2:48][CH3:49]. (2) The product is: [CH2:11]([Si:10]([CH2:15][CH3:16])([CH2:13][CH3:14])[O:4][CH2:1][C:2]#[CH:3])[CH3:12]. Given the reactants [CH2:1]([OH:4])[C:2]#[CH:3].N1C=CN=C1.[Si:10](Cl)([CH2:15][CH3:16])([CH2:13][CH3:14])[CH2:11][CH3:12], predict the reaction product. (3) Given the reactants [CH3:1][C:2]1[N:3]=[C:4]([C:8]2[CH:9]=[N:10][CH:11]=[CH:12][CH:13]=2)[S:5][C:6]=1[NH2:7].C(N(CC)CC)C.[F:21][C:22]([F:28])([F:27])[CH2:23][C:24](Cl)=[O:25], predict the reaction product. The product is: [F:21][C:22]([F:28])([F:27])[CH2:23][C:24]([NH:7][C:6]1[S:5][C:4]([C:8]2[CH:9]=[N:10][CH:11]=[CH:12][CH:13]=2)=[N:3][C:2]=1[CH3:1])=[O:25]. (4) Given the reactants [C:1]1([CH:8]=[CH:7][CH:6]=[C:4]([OH:5])[CH:3]=1)[OH:2].C(=O)([O-])[O-].[K+].[K+].[CH2:15](Br)[C:16]1[CH:21]=[CH:20][CH:19]=[CH:18][CH:17]=1.C(OCC)(=O)C, predict the reaction product. The product is: [CH2:15]([O:2][C:1]1[CH:3]=[C:4]([OH:5])[CH:6]=[CH:7][CH:8]=1)[C:16]1[CH:21]=[CH:20][CH:19]=[CH:18][CH:17]=1. (5) Given the reactants Cl[C:2]1[N:7]=[C:6]([NH:8][C@H:9]([CH3:12])[CH2:10][OH:11])[C:5]([C:13]2[S:14][CH:15]=[CH:16][CH:17]=2)=[CH:4][N:3]=1.[NH2:18][C:19]1[CH:24]=[CH:23][C:22]([S:25]([CH3:38])(=[N:27][C:28](=[O:37])[NH:29][C:30]2[CH:35]=[CH:34][CH:33]=[C:32]([Cl:36])[CH:31]=2)=[O:26])=[CH:21][CH:20]=1, predict the reaction product. The product is: [Cl:36][C:32]1[CH:31]=[C:30]([NH:29][C:28]([N:27]=[S:25]([C:22]2[CH:21]=[CH:20][C:19]([NH:18][C:2]3[N:7]=[C:6]([NH:8][C@H:9]([CH3:12])[CH2:10][OH:11])[C:5]([C:13]4[S:14][CH:15]=[CH:16][CH:17]=4)=[CH:4][N:3]=3)=[CH:24][CH:23]=2)([CH3:38])=[O:26])=[O:37])[CH:35]=[CH:34][CH:33]=1. (6) Given the reactants Br[C:2]1[CH:3]=[C:4]([C:14]([NH:16][CH2:17][C:18]2[C:19](=[O:28])[NH:20][C:21]([CH3:27])=[CH:22][C:23]=2[CH2:24][CH2:25][CH3:26])=[O:15])[C:5]2[CH:6]=[N:7][N:8]([CH:11]([CH3:13])[CH3:12])[C:9]=2[CH:10]=1.CC1(C)C(C)(C)OB([C:37]2[CH:38]=[CH:39][C:40]([N:43]3[CH2:48][CH2:47][NH:46][CH2:45][CH2:44]3)=[N:41][CH:42]=2)O1, predict the reaction product. The product is: [CH3:12][CH:11]([N:8]1[C:9]2[CH:10]=[C:2]([C:37]3[CH:42]=[N:41][C:40]([N:43]4[CH2:44][CH2:45][NH:46][CH2:47][CH2:48]4)=[CH:39][CH:38]=3)[CH:3]=[C:4]([C:14]([NH:16][CH2:17][C:18]3[C:19](=[O:28])[NH:20][C:21]([CH3:27])=[CH:22][C:23]=3[CH2:24][CH2:25][CH3:26])=[O:15])[C:5]=2[CH:6]=[N:7]1)[CH3:13].